Dataset: Full USPTO retrosynthesis dataset with 1.9M reactions from patents (1976-2016). Task: Predict the reactants needed to synthesize the given product. (1) Given the product [CH2:1]([O:8][C:9]1[CH:10]=[C:11]2[C:15](=[C:16]([CH3:18])[CH:17]=1)[N:14]([C:24]([O:23][C:20]([CH3:22])([CH3:21])[CH3:19])=[O:25])[CH:13]=[CH:12]2)[C:2]1[CH:3]=[CH:4][CH:5]=[CH:6][CH:7]=1, predict the reactants needed to synthesize it. The reactants are: [CH2:1]([O:8][C:9]1[CH:10]=[C:11]2[C:15](=[C:16]([CH3:18])[CH:17]=1)[NH:14][CH:13]=[CH:12]2)[C:2]1[CH:7]=[CH:6][CH:5]=[CH:4][CH:3]=1.[CH3:19][C:20]([O:23][C:24](O[C:24]([O:23][C:20]([CH3:22])([CH3:21])[CH3:19])=[O:25])=[O:25])([CH3:22])[CH3:21]. (2) The reactants are: [NH2:1][C:2](=[O:39])[CH2:3][C:4]1[CH:38]=[CH:37][CH:36]=[CH:35][C:5]=1[CH2:6][CH2:7]C1C(C(F)(F)F)=CN=C(NC2C=CC(C(NC(=O)OC(C)(C)C)C)=CC=2)N=1.[Cl:40][C:41]1[N:46]=[C:45](Cl)[C:44]([Cl:48])=[CH:43][N:42]=1.CCN(CC)CC. Given the product [Cl:40][C:41]1[N:46]=[C:45]([C:7]#[C:6][C:5]2[CH:35]=[CH:36][CH:37]=[CH:38][C:4]=2[CH2:3][C:2]([NH2:1])=[O:39])[C:44]([Cl:48])=[CH:43][N:42]=1, predict the reactants needed to synthesize it.